From a dataset of Catalyst prediction with 721,799 reactions and 888 catalyst types from USPTO. Predict which catalyst facilitates the given reaction. (1) Reactant: [NH2:1][C:2]1[CH:6]=[CH:5][N:4]([CH2:7][CH2:8][CH2:9][OH:10])[N:3]=1.N1C(C)=CC=CC=1C.[Cl:19][C:20]1[CH:21]=[C:22]([C@@H:30]([CH2:34][C@H:35]2[CH2:39][CH2:38][C:37](=[O:40])[CH2:36]2)[C:31](Cl)=[O:32])[CH:23]=[CH:24][C:25]=1[S:26]([CH3:29])(=[O:28])=[O:27]. Product: [Cl:19][C:20]1[CH:21]=[C:22]([C@@H:30]([CH2:34][C@H:35]2[CH2:39][CH2:38][C:37](=[O:40])[CH2:36]2)[C:31]([NH:1][C:2]2[CH:6]=[CH:5][N:4]([CH2:7][CH2:8][CH2:9][OH:10])[N:3]=2)=[O:32])[CH:23]=[CH:24][C:25]=1[S:26]([CH3:29])(=[O:28])=[O:27]. The catalyst class is: 2. (2) The catalyst class is: 1. Product: [CH2:1]([O:8][CH2:9][O:10][C:11]1([CH2:24][CH:25]([CH3:27])[CH2:26][OH:28])[CH2:16][CH2:15][N:14]([C:17]([O:19][C:20]([CH3:21])([CH3:22])[CH3:23])=[O:18])[CH2:13][CH2:12]1)[C:2]1[CH:3]=[CH:4][CH:5]=[CH:6][CH:7]=1. Reactant: [CH2:1]([O:8][CH2:9][O:10][C:11]1([CH2:24][C:25]([CH3:27])=[CH2:26])[CH2:16][CH2:15][N:14]([C:17]([O:19][C:20]([CH3:23])([CH3:22])[CH3:21])=[O:18])[CH2:13][CH2:12]1)[C:2]1[CH:7]=[CH:6][CH:5]=[CH:4][CH:3]=1.[OH:28]O.[OH-].[Na+].O. (3) Reactant: [OH:1][N:2]1[CH:6]=[N:5][N:4]=[C:3]1[C:7]1[CH:12]=[CH:11][CH:10]=[CH:9][C:8]=1[N+:13]([O-])=O. Product: [OH:1][N:2]1[CH:6]=[N:5][N:4]=[C:3]1[C:7]1[CH:12]=[CH:11][CH:10]=[CH:9][C:8]=1[NH2:13]. The catalyst class is: 29. (4) Reactant: [F:1][C:2]([F:7])(F)[C:3](O)=O.FC(F)(F)C(O)=O.[O:15]1[CH2:18][CH:17]([N:19]2[CH:23]=[C:22]([C:24]3[N:29]=[C:28]([C:30]4[CH:31]=[N:32][N:33]([C:35]5([CH2:39][C:40]#[N:41])[CH2:38][NH:37][CH2:36]5)[CH:34]=4)[N:27]4[CH:42]=[CH:43][N:44]=[C:26]4[CH:25]=3)[CH:21]=[N:20]2)[CH2:16]1.FC(F)(F)S(OCC(F)F)(=O)=O.C(N(C(C)C)C(C)C)C. Product: [F:1][CH:2]([F:7])[CH2:3][N:37]1[CH2:36][C:35]([CH2:39][C:40]#[N:41])([N:33]2[CH:34]=[C:30]([C:28]3[N:27]4[CH:42]=[CH:43][N:44]=[C:26]4[CH:25]=[C:24]([C:22]4[CH:21]=[N:20][N:19]([CH:17]5[CH2:16][O:15][CH2:18]5)[CH:23]=4)[N:29]=3)[CH:31]=[N:32]2)[CH2:38]1. The catalyst class is: 3. (5) Reactant: [OH-].[Na+].[F:3][C:4]1[CH:9]=[CH:8][C:7]([CH:10]2[CH2:19][C:18](=[O:20])[C:17]3[C:12](=[CH:13][CH:14]=[CH:15][CH:16]=3)[NH:11]2)=[CH:6][CH:5]=1.[N:21]1[CH:26]=[CH:25][C:24]([CH:27]=O)=[CH:23][CH:22]=1. Product: [F:3][C:4]1[CH:9]=[CH:8][C:7]([C:10]2[NH:11][C:12]3[C:17]([C:18](=[O:20])[C:19]=2[CH2:27][C:24]2[CH:25]=[CH:26][N:21]=[CH:22][CH:23]=2)=[CH:16][CH:15]=[CH:14][CH:13]=3)=[CH:6][CH:5]=1. The catalyst class is: 8. (6) Reactant: [CH3:1][NH:2][C:3]1[CH:8]=[CH:7][CH:6]=[CH:5][CH:4]=1.[Br:9][CH2:10][C:11](Br)=[O:12]. Product: [Br:9][CH2:10][C:11]([N:2]([CH3:1])[C:3]1[CH:8]=[CH:7][CH:6]=[CH:5][CH:4]=1)=[O:12]. The catalyst class is: 34. (7) Reactant: [C:1]([N:4]1[CH2:9][CH2:8][N:7]([C:10]2[C:18]3[CH:17]=[C:16]([C:19]([O:21]CC)=[O:20])[S:15][C:14]=3[CH:13]=[CH:12][CH:11]=2)[CH2:6][CH2:5]1)(=[O:3])[CH3:2].[OH-].[Li+].C(OCC)(=O)C. Product: [C:1]([N:4]1[CH2:9][CH2:8][N:7]([C:10]2[C:18]3[CH:17]=[C:16]([C:19]([OH:21])=[O:20])[S:15][C:14]=3[CH:13]=[CH:12][CH:11]=2)[CH2:6][CH2:5]1)(=[O:3])[CH3:2]. The catalyst class is: 24. (8) Reactant: [CH2:1]([O:8][C:9]1[C:10]([CH2:17][CH2:18][CH2:19][CH2:20][CH2:21][CH2:22][CH2:23][CH2:24][CH2:25][CH3:26])=[N:11][C:12](N)=[N:13][C:14]=1[CH3:15])[C:2]1[CH:7]=[CH:6][CH:5]=[CH:4][CH:3]=1.[CH2:27]=O.[BH3-][C:30]#[N:31].[Na+]. Product: [CH2:1]([O:8][C:9]1[C:10]([CH2:17][CH2:18][CH2:19][CH2:20][CH2:21][CH2:22][CH2:23][CH2:24][CH2:25][CH3:26])=[N:11][C:12]([N:31]([CH3:30])[CH3:27])=[N:13][C:14]=1[CH3:15])[C:2]1[CH:7]=[CH:6][CH:5]=[CH:4][CH:3]=1. The catalyst class is: 5.